Dataset: Catalyst prediction with 721,799 reactions and 888 catalyst types from USPTO. Task: Predict which catalyst facilitates the given reaction. (1) Reactant: [CH3:1][O:2][CH2:3][C@@H:4]([O:6][C:7]1[CH:8]=[C:9]([C:24]2[NH:28][N:27]=[C:26]([O:29][CH2:30][C:31](O)=[O:32])[CH:25]=2)[CH:10]=[C:11]([O:13][C:14]2[CH:19]=[CH:18][C:17]([S:20]([CH3:23])(=[O:22])=[O:21])=[CH:16][CH:15]=2)[CH:12]=1)[CH3:5].[NH:34]1[CH2:39][CH2:38][O:37][CH2:36][CH2:35]1.Cl.CN(C)CCCN=C=NCC.ON1C2C=CC=CC=2N=N1. The catalyst class is: 3. Product: [CH3:1][O:2][CH2:3][C@@H:4]([O:6][C:7]1[CH:8]=[C:9]([C:24]2[NH:28][N:27]=[C:26]([O:29][CH2:30][C:31]([N:34]3[CH2:39][CH2:38][O:37][CH2:36][CH2:35]3)=[O:32])[CH:25]=2)[CH:10]=[C:11]([O:13][C:14]2[CH:15]=[CH:16][C:17]([S:20]([CH3:23])(=[O:21])=[O:22])=[CH:18][CH:19]=2)[CH:12]=1)[CH3:5]. (2) Reactant: [C:1]([O:5][C:6]([NH:8][CH2:9][C:10]1[N:11]([CH2:34][CH:35]([CH3:37])[CH3:36])[C:12](=[O:33])[C:13]2[C:18]([C:19]=1[C:20]1[CH:25]=[CH:24][CH:23]=[CH:22][CH:21]=1)=[CH:17][C:16]([O:26][C:27]([CH3:32])([CH3:31])[C:28]([OH:30])=O)=[CH:15][CH:14]=2)=[O:7])([CH3:4])([CH3:3])[CH3:2].Cl.C([N:41]=C=NCCCN(C)C)C.[NH4+].ON1C2C=CC=CC=2N=N1.O. Product: [NH2:41][C:28](=[O:30])[C:27]([CH3:32])([CH3:31])[O:26][C:16]1[CH:17]=[C:18]2[C:13](=[CH:14][CH:15]=1)[C:12](=[O:33])[N:11]([CH2:34][CH:35]([CH3:37])[CH3:36])[C:10]([CH2:9][NH:8][C:6](=[O:7])[O:5][C:1]([CH3:3])([CH3:4])[CH3:2])=[C:19]2[C:20]1[CH:25]=[CH:24][CH:23]=[CH:22][CH:21]=1. The catalyst class is: 9. (3) Reactant: [C:1]([O:5][C:6]([NH:8][CH:9]([CH2:13][CH3:14])[C:10]([OH:12])=O)=[O:7])([CH3:4])([CH3:3])[CH3:2].CN([C:18]([O:22][N:23]1N=NC2C=CC=C[C:24]1=2)=[N+](C)C)C.F[P-](F)(F)(F)(F)F.CCN(C(C)C)C(C)C.Cl.CNOC. Product: [CH3:18][O:22][N:23]([CH3:24])[C:10]([CH:9]([NH:8][C:6](=[O:7])[O:5][C:1]([CH3:2])([CH3:3])[CH3:4])[CH2:13][CH3:14])=[O:12]. The catalyst class is: 3.